Dataset: Forward reaction prediction with 1.9M reactions from USPTO patents (1976-2016). Task: Predict the product of the given reaction. (1) Given the reactants Cl[C:2]1[CH:7]=[CH:6][NH:5][C:4](=[O:8])[C:3]=1[C:9]1[NH:30][C:12]2=[CH:13][C:14]3[C:15](=[O:29])[N:16]([CH:22]4[CH2:27][CH2:26][N:25]([CH3:28])[CH2:24][CH2:23]4)[C:17](=[O:21])[C:18]=3[C:19]([CH3:20])=[C:11]2[N:10]=1.[F:31][C:32]1[CH:33]=[CH:34][C:35]([CH3:42])=[C:36]([CH2:38][CH:39]([NH2:41])[CH3:40])[CH:37]=1, predict the reaction product. The product is: [F:31][C:32]1[CH:33]=[CH:34][C:35]([CH3:42])=[C:36]([CH2:38][CH:39]([NH:41][C:2]2[CH:7]=[CH:6][NH:5][C:4](=[O:8])[C:3]=2[C:9]2[NH:30][C:12]3=[CH:13][C:14]4[C:15](=[O:29])[N:16]([CH:22]5[CH2:27][CH2:26][N:25]([CH3:28])[CH2:24][CH2:23]5)[C:17](=[O:21])[C:18]=4[C:19]([CH3:20])=[C:11]3[N:10]=2)[CH3:40])[CH:37]=1. (2) Given the reactants [F:1][CH:2]([F:11])[O:3][C:4]1[CH:9]=[CH:8][C:7]([NH2:10])=[CH:6][CH:5]=1.Cl[C:13]1[C:14](=[O:26])[NH:15][S:16](=[O:25])(=[O:24])[C:17]=1[C:18]1[CH:23]=[CH:22][CH:21]=[CH:20][CH:19]=1.[C:27]([O:31][C:32](=[O:42])[NH:33][C:34]1[CH:39]=[CH:38][C:37]([CH2:40]Br)=[CH:36][N:35]=1)([CH3:30])([CH3:29])[CH3:28].C(=O)([O-])[O-].[K+].[K+], predict the reaction product. The product is: [F:1][CH:2]([F:11])[O:3][C:4]1[CH:5]=[CH:6][C:7]([NH:10][C:13]2[C:14](=[O:26])[N:15]([CH2:40][C:37]3[CH:38]=[CH:39][C:34]([NH:33][C:32](=[O:42])[O:31][C:27]([CH3:29])([CH3:28])[CH3:30])=[N:35][CH:36]=3)[S:16](=[O:25])(=[O:24])[C:17]=2[C:18]2[CH:23]=[CH:22][CH:21]=[CH:20][CH:19]=2)=[CH:8][CH:9]=1. (3) Given the reactants [OH-].[K+].C([N:6]1[C:14]2[C:9](=[CH:10][C:11]([C:15](=[O:38])[CH2:16][CH2:17][CH2:18][CH2:19][N:20]([CH2:28][CH2:29][C:30]3[CH:35]=[CH:34][CH:33]=[CH:32][C:31]=3[O:36][CH3:37])[C:21](=[O:27])[O:22][C:23]([CH3:26])([CH3:25])[CH3:24])=[CH:12][CH:13]=2)[CH2:8][CH2:7]1)(=O)C, predict the reaction product. The product is: [NH:6]1[C:14]2[C:9](=[CH:10][C:11]([C:15](=[O:38])[CH2:16][CH2:17][CH2:18][CH2:19][N:20]([CH2:28][CH2:29][C:30]3[CH:35]=[CH:34][CH:33]=[CH:32][C:31]=3[O:36][CH3:37])[C:21](=[O:27])[O:22][C:23]([CH3:26])([CH3:25])[CH3:24])=[CH:12][CH:13]=2)[CH2:8][CH2:7]1. (4) Given the reactants [CH3:1][NH:2][C:3]([C:5]1C=[CH:9][C:8]([CH2:11][CH2:12][C:13]([OH:15])=O)=[CH:7][N:6]=1)=[O:4].[NH2:16][CH2:17][C:18]([N:20]([C:22]1[CH:27]=[CH:26][C:25]([Cl:28])=[C:24]([CH2:29][O:30][C:31]2[C:39]3[N:38]=[C:37]([O:40][CH3:41])[N:36]([CH2:42][C:43]4[CH:48]=[CH:47][CH:46]=[CH:45][N:44]=4)[C:35]=3[CH:34]=[CH:33][CH:32]=2)[C:23]=1[Cl:49])[CH3:21])=[O:19].ClC1C(COC2C3N=C(OC)[N:64](CC4C=CC=CN=4)C=3C=CC=2)=C(Cl)C=CC=1N(C)C(=O)CNC(=O)CCC1C=CC(C(NCCOC)=O)=CC=1, predict the reaction product. The product is: [Cl:49][C:23]1[C:24]([CH2:29][O:30][C:31]2[C:39]3[N:38]=[C:37]([O:40][CH3:41])[N:36]([CH2:42][C:43]4[CH:48]=[CH:47][CH:46]=[CH:45][N:44]=4)[C:35]=3[CH:34]=[CH:33][CH:32]=2)=[C:25]([Cl:28])[CH:26]=[CH:27][C:22]=1[N:20]([CH3:21])[C:18](=[O:19])[CH2:17][NH:16][C:13](=[O:15])[CH2:12][CH2:11][C:8]1[CH:9]=[N:64][C:5]([C:3]([NH:2][CH3:1])=[O:4])=[N:6][CH:7]=1. (5) Given the reactants [CH2:1]([O:8][C:9]1[C:14]([C:15]2[CH:16]=[C:17](/[CH:25]=[CH:26]/[C:27]3[CH:35]=[CH:34][C:33]([NH:36][S:37]([CH3:40])(=[O:39])=[O:38])=[CH:32][C:28]=3[C:29]([OH:31])=[O:30])[CH:18]=[C:19]([C:21]([CH3:24])([CH3:23])[CH3:22])[CH:20]=2)=[CH:13][CH:12]=[CH:11][N:10]=1)[C:2]1[CH:7]=[CH:6][CH:5]=[CH:4][CH:3]=1.C(O)(C(F)(F)F)=O.O, predict the reaction product. The product is: [CH2:1]([O:8][C:9]1[C:14]([C:15]2[CH:16]=[C:17]([CH:25]3[CH2:26][C:27]4[C:28](=[CH:32][C:33]([NH:36][S:37]([CH3:40])(=[O:39])=[O:38])=[CH:34][CH:35]=4)[C:29](=[O:31])[O:30]3)[CH:18]=[C:19]([C:21]([CH3:23])([CH3:22])[CH3:24])[CH:20]=2)=[CH:13][CH:12]=[CH:11][N:10]=1)[C:2]1[CH:7]=[CH:6][CH:5]=[CH:4][CH:3]=1. (6) Given the reactants [N+:1]([C:4]1[CH:8]=[CH:7][S:6][C:5]=1[C:9]([O:11]C)=O)([O-:3])=[O:2].[NH3:13], predict the reaction product. The product is: [N+:1]([C:4]1[CH:8]=[CH:7][S:6][C:5]=1[C:9]([NH2:13])=[O:11])([O-:3])=[O:2].